Dataset: Reaction yield outcomes from USPTO patents with 853,638 reactions. Task: Predict the reaction yield, written as a fraction of the theoretical maximum amount of product (1.0 means a 100% yield; for example, 0.34 means a 34% yield). (1) The reactants are [OH:1][C:2]1[CH:10]=[CH:9][CH:8]=[C:7]2[C:3]=1[CH:4]=[CH:5][NH:6]2.C([O:13][C:14](=O)[C:15]([C:27]#[N:28])=[CH:16][C:17]1[CH:22]=[C:21]([O:23][CH3:24])[CH:20]=[CH:19][C:18]=1[O:25][CH3:26])C. No catalyst specified. The product is [C:27]([CH:15]1[C:16]([C:17]2[CH:22]=[C:21]([O:23][CH3:24])[CH:20]=[CH:19][C:18]=2[O:25][CH3:26])=[C:10]2[C:2](=[C:3]3[CH:4]=[CH:5][N:6]=[C:7]3[CH:8]=[CH:9]2)[O:1][C:14]1=[O:13])#[N:28]. The yield is 0.0260. (2) The reactants are [CH2:1]([C:3]1([CH2:7][O:8][C:9]2[CH:14]=[CH:13][C:12]([N+:15]([O-])=O)=[CH:11][CH:10]=2)[CH2:6][O:5][CH2:4]1)[CH3:2].C1COCC1.CCO.[Cl-].[NH4+]. The catalyst is [Fe].O. The product is [CH2:1]([C:3]1([CH2:7][O:8][C:9]2[CH:10]=[CH:11][C:12]([NH2:15])=[CH:13][CH:14]=2)[CH2:4][O:5][CH2:6]1)[CH3:2]. The yield is 0.980. (3) The reactants are [CH3:1][O:2][C:3]([C:5]1[C:13]2[O:12][C:11]([CH3:14])=[CH:10][C:9]=2[C:8](Br)=[CH:7][CH:6]=1)=[O:4].[F:16][C:17]([F:35])([F:34])[CH:18]([NH:29][C:30](=[O:33])[CH:31]=[CH2:32])[C:19]1[CH:24]=[CH:23][CH:22]=[C:21]([C:25]([F:28])([F:27])[F:26])[CH:20]=1.C(N(CC)CC)C.N#N.C1(P(C2C=CC=CC=2)C2C=CC=CC=2)C=CC=CC=1. The catalyst is CN(C=O)C.O.C([O-])(=O)C.[Pd+2].C([O-])(=O)C. The product is [CH3:14][C:11]1[O:12][C:13]2[C:5]([C:3]([O:2][CH3:1])=[O:4])=[CH:6][CH:7]=[C:8](/[CH:32]=[CH:31]/[C:30](=[O:33])[NH:29][CH:18]([C:19]3[CH:24]=[CH:23][CH:22]=[C:21]([C:25]([F:26])([F:27])[F:28])[CH:20]=3)[C:17]([F:34])([F:35])[F:16])[C:9]=2[CH:10]=1. The yield is 0.220. (4) The reactants are [F:1][C:2]1[CH:7]=[CH:6][CH:5]=[C:4]([F:8])[C:3]=1[C:9]1[N:14]=[C:13]([C:15]([NH:17][C:18]2[CH:19]=[N:20][CH:21]=[CH:22][C:23]=2[C@H:24]2[CH2:29][C@@H:28]([NH:30][C:31](=[O:37])[O:32][C:33]([CH3:36])([CH3:35])[CH3:34])[C@H:27]([OH:38])[C@@H:26]([CH3:39])[CH2:25]2)=[O:16])[CH:12]=[CH:11][C:10]=1[F:40].CC(OI1(OC(C)=O)(OC(C)=O)OC(=O)C2C1=CC=CC=2)=O. The catalyst is C(Cl)Cl. The product is [F:1][C:2]1[CH:7]=[CH:6][CH:5]=[C:4]([F:8])[C:3]=1[C:9]1[N:14]=[C:13]([C:15]([NH:17][C:18]2[CH:19]=[N:20][CH:21]=[CH:22][C:23]=2[C@H:24]2[CH2:29][C@@H:28]([NH:30][C:31](=[O:37])[O:32][C:33]([CH3:35])([CH3:36])[CH3:34])[C:27](=[O:38])[C@@H:26]([CH3:39])[CH2:25]2)=[O:16])[CH:12]=[CH:11][C:10]=1[F:40]. The yield is 0.830. (5) The product is [C:1]([O:4][C@@H:5]1[CH2:9][C@H:8]([C:10]2[N:14]3[C:15]4[CH:21]=[CH:20][N:19]([S:22]([C:25]5[CH:31]=[CH:30][C:28]([CH3:29])=[CH:27][CH:26]=5)(=[O:24])=[O:23])[C:16]=4[N:17]=[CH:18][C:13]3=[C:12]([C:42]3[CH:41]=[C:40]4[C:45](=[CH:44][CH:43]=3)[O:36][CH2:37][CH2:38][CH2:39]4)[N:11]=2)[N:7]([C:33](=[O:35])[CH3:34])[CH2:6]1)(=[O:3])[CH3:2]. The yield is 0.830. The reactants are [C:1]([O:4][C@@H:5]1[CH2:9][C@H:8]([C:10]2[N:14]3[C:15]4[CH:21]=[CH:20][N:19]([S:22]([C:25]5[CH:31]=[CH:30][C:28]([CH3:29])=[CH:27][CH:26]=5)(=[O:24])=[O:23])[C:16]=4[N:17]=[CH:18][C:13]3=[C:12](Br)[N:11]=2)[N:7]([C:33](=[O:35])[CH3:34])[CH2:6]1)(=[O:3])[CH3:2].[O:36]1[C:45]2[C:40](=[CH:41][C:42](B(O)O)=[CH:43][CH:44]=2)[CH2:39][CH2:38][CH2:37]1.C([O-])([O-])=O.[Cs+].[Cs+].O1CCOCC1. The catalyst is O.Cl[Pd](Cl)([P](C1C=CC=CC=1)(C1C=CC=CC=1)C1C=CC=CC=1)[P](C1C=CC=CC=1)(C1C=CC=CC=1)C1C=CC=CC=1. (6) The reactants are [CH3:1][O:2][C:3]([C:5]1[CH:10]=[CH:9][C:8]([C:11]2[O:12][C:13]([CH3:24])=[C:14]([CH2:16][CH:17](C(O)=O)[C:18]([OH:20])=[O:19])[N:15]=2)=[CH:7][CH:6]=1)=[O:4]. The catalyst is CS(C)=O. The product is [CH3:1][O:2][C:3]([C:5]1[CH:6]=[CH:7][C:8]([C:11]2[O:12][C:13]([CH3:24])=[C:14]([CH2:16][CH2:17][C:18]([OH:20])=[O:19])[N:15]=2)=[CH:9][CH:10]=1)=[O:4]. The yield is 0.860. (7) The reactants are [Br:1][C:2]1[S:6][C:5]([C:7]([OH:9])=O)=[CH:4][CH:3]=1.C1CN([P+](Br)(N2CCCC2)N2CCCC2)CC1.F[P-](F)(F)(F)(F)F.C(N(C(C)C)CC)(C)C.[NH2:43][CH:44]([C:54]1[CH:59]=[CH:58][CH:57]=[CH:56][CH:55]=1)[CH2:45][NH:46][C:47](=[O:53])[O:48][C:49]([CH3:52])([CH3:51])[CH3:50]. The catalyst is C(Cl)Cl. The product is [Br:1][C:2]1[S:6][C:5]([C:7]([NH:43][CH:44]([C:54]2[CH:59]=[CH:58][CH:57]=[CH:56][CH:55]=2)[CH2:45][NH:46][C:47](=[O:53])[O:48][C:49]([CH3:52])([CH3:50])[CH3:51])=[O:9])=[CH:4][CH:3]=1. The yield is 0.620. (8) The reactants are [C:1]1([C:7]2[S:11][C:10]([CH:12]=[O:13])=[CH:9][CH:8]=2)[CH:6]=[CH:5][CH:4]=[CH:3][CH:2]=1.[OH:14]P([O-])(O)=O.[K+].[OH-].[Na+]. The catalyst is C1COCC1.CC(O)(C)C.O. The product is [C:1]1([C:7]2[S:11][C:10]([C:12]([OH:14])=[O:13])=[CH:9][CH:8]=2)[CH:2]=[CH:3][CH:4]=[CH:5][CH:6]=1. The yield is 0.510. (9) The reactants are C(O)(C(F)(F)F)=O.[CH3:8][O:9][C:10]([CH2:12][NH:13][C:14]1[N:19]=[CH:18][C:17](/[CH:20]=[CH:21]/[C:22]([O:24]C(C)(C)C)=[O:23])=[CH:16][CH:15]=1)=[O:11].C(Cl)[Cl:30]. No catalyst specified. The product is [ClH:30].[CH3:8][O:9][C:10]([CH2:12][NH:13][C:14]1[N:19]=[CH:18][C:17](/[CH:20]=[CH:21]/[C:22]([OH:24])=[O:23])=[CH:16][CH:15]=1)=[O:11]. The yield is 1.00.